From a dataset of Forward reaction prediction with 1.9M reactions from USPTO patents (1976-2016). Predict the product of the given reaction. Given the reactants [CH3:1][C:2]1[CH:7]=[CH:6][C:5]([CH2:8][OH:9])=[CH:4][C:3]=1[N+:10]([O-:12])=[O:11].C(N(CC)CC)C.[CH3:20][S:21](Cl)(=[O:23])=[O:22].Cl, predict the reaction product. The product is: [CH3:1][C:2]1[CH:7]=[CH:6][C:5]([CH2:8][O:9][S:21]([CH3:20])(=[O:23])=[O:22])=[CH:4][C:3]=1[N+:10]([O-:12])=[O:11].